From a dataset of Catalyst prediction with 721,799 reactions and 888 catalyst types from USPTO. Predict which catalyst facilitates the given reaction. (1) Reactant: [C:1]([O:5][C:6]([N:8]1[CH2:13][CH2:12][CH:11]([NH:14][C@H:15]([C:18]2[CH:23]=[CH:22][CH:21]=[CH:20][CH:19]=2)[CH2:16][OH:17])[CH2:10][CH2:9]1)=[O:7])([CH3:4])([CH3:3])[CH3:2].[N+](C1C=CC([O:33][C:34](=O)[NH:35][O:36][CH3:37])=CC=1)([O-])=O.CCN(C(C)C)C(C)C. Product: [C:1]([O:5][C:6]([N:8]1[CH2:9][CH2:10][CH:11]([N:14]([C@H:15]([C:18]2[CH:19]=[CH:20][CH:21]=[CH:22][CH:23]=2)[CH2:16][OH:17])[C:34]([NH:35][O:36][CH3:37])=[O:33])[CH2:12][CH2:13]1)=[O:7])([CH3:4])([CH3:2])[CH3:3]. The catalyst class is: 2. (2) Reactant: Br[CH2:2][C:3]1[CH:8]=[CH:7][CH:6]=[CH:5][C:4]=1/[C:9](=[CH:14]\[O:15][CH3:16])/[C:10]([O:12][CH3:13])=[O:11].[CH2:17]([O:20]/[N:21]=[C:22](/[C:24]1[CH:29]=[C:28]([CH3:30])[C:27]([OH:31])=[CH:26][C:25]=1[CH3:32])\[CH3:23])[CH2:18][CH3:19].C(=O)([O-])[O-].[Cs+].[Cs+]. Product: [CH3:30][C:28]1[CH:29]=[C:24](/[C:22](=[N:21]/[O:20][CH2:17][CH2:18][CH3:19])/[CH3:23])[C:25]([CH3:32])=[CH:26][C:27]=1[O:31][CH2:2][C:3]1[CH:8]=[CH:7][CH:6]=[CH:5][C:4]=1/[C:9](=[CH:14]\[O:15][CH3:16])/[C:10]([O:12][CH3:13])=[O:11]. The catalyst class is: 10. (3) Reactant: Cl.[CH3:2][O:3][C:4]([C@H:6]1[CH2:11][NH:10][CH2:9][CH2:8][N:7]1[C:12]([O:14][C:15]([CH3:18])([CH3:17])[CH3:16])=[O:13])=[O:5].C([O-])([O-])=O.[Na+].[Na+].[C:25]([O:29][C:30](O[C:30]([O:29][C:25]([CH3:28])([CH3:27])[CH3:26])=[O:31])=[O:31])([CH3:28])([CH3:27])[CH3:26]. Product: [CH3:2][O:3][C:4]([C@H:6]1[CH2:11][N:10]([C:30]([O:29][C:25]([CH3:28])([CH3:27])[CH3:26])=[O:31])[CH2:9][CH2:8][N:7]1[C:12]([O:14][C:15]([CH3:18])([CH3:17])[CH3:16])=[O:13])=[O:5]. The catalyst class is: 38. (4) Reactant: C(Cl)(=O)[C:2](Cl)=[O:3].CN(C)C=O.ClCCl.[CH3:15][NH:16][C:17]([C:19]1[NH:20][C:21]2[C:26]([CH:27]=1)=[CH:25][CH:24]=[CH:23][CH:22]=2)=[O:18]. Product: [CH:2]([C:27]1[C:26]2[C:21](=[CH:22][CH:23]=[CH:24][CH:25]=2)[NH:20][C:19]=1[C:17]([NH:16][CH3:15])=[O:18])=[O:3]. The catalyst class is: 6. (5) Reactant: [Br:1][C:2]1[C:3]([CH2:10][CH3:11])=[C:4]([CH:7]=[CH:8][CH:9]=1)[C:5]#[N:6].C(=O)(O)[O-].[Na+].Cl.[NH2:18][OH:19]. Product: [Br:1][C:2]1[C:3]([CH2:10][CH3:11])=[C:4]([C:5](=[NH:6])[NH:18][OH:19])[CH:7]=[CH:8][CH:9]=1. The catalyst class is: 8. (6) Reactant: [C:1]([O:4][CH2:5][C@H:6]1[CH2:11][CH2:10][C@H:9]([O:12][C@@H:13]([C:15]2[CH:20]=[C:19]([C:21]([F:24])([F:23])[F:22])[CH:18]=[C:17]([C:25]([F:28])([F:27])[F:26])[CH:16]=2)[CH3:14])[C@@H:8]([C:29]2[CH:34]=[CH:33][C:32]([F:35])=[CH:31][CH:30]=2)[C@@H:7]1[CH2:36][NH:37]CC1C=CC=CC=1)(=[O:3])[CH3:2]. Product: [C:1]([O:4][CH2:5][C@H:6]1[CH2:11][CH2:10][C@H:9]([O:12][C@@H:13]([C:15]2[CH:20]=[C:19]([C:21]([F:24])([F:23])[F:22])[CH:18]=[C:17]([C:25]([F:26])([F:27])[F:28])[CH:16]=2)[CH3:14])[C@@H:8]([C:29]2[CH:30]=[CH:31][C:32]([F:35])=[CH:33][CH:34]=2)[C@@H:7]1[CH2:36][NH2:37])(=[O:3])[CH3:2]. The catalyst class is: 261.